From a dataset of Forward reaction prediction with 1.9M reactions from USPTO patents (1976-2016). Predict the product of the given reaction. (1) Given the reactants O[CH:2]=[C:3]1[C:11]2[C:6](=[CH:7][CH:8]=[C:9]([C:12]([C:14]3[CH:15]=[C:16]([NH:20][C:21](=[O:23])[CH3:22])[CH:17]=[CH:18][CH:19]=3)=[O:13])[CH:10]=2)[NH:5][C:4]1=[O:24].[NH2:25][C:26]1[CH:31]=[CH:30][C:29]([N:32]2[CH2:37][CH2:36][O:35][CH2:34][CH2:33]2)=[CH:28][CH:27]=1, predict the reaction product. The product is: [N:32]1([C:29]2[CH:28]=[CH:27][C:26]([NH:25][CH:2]=[C:3]3[C:11]4[C:6](=[CH:7][CH:8]=[C:9]([C:12]([C:14]5[CH:15]=[C:16]([NH:20][C:21](=[O:23])[CH3:22])[CH:17]=[CH:18][CH:19]=5)=[O:13])[CH:10]=4)[NH:5][C:4]3=[O:24])=[CH:31][CH:30]=2)[CH2:33][CH2:34][O:35][CH2:36][CH2:37]1. (2) Given the reactants [C:1]1([NH:7]/[C:8](/[CH3:13])=[CH:9]\[C:10](=[O:12])[CH3:11])[CH:6]=[CH:5][CH:4]=[CH:3][CH:2]=1.[C:14](#[N:17])[CH2:15][CH3:16], predict the reaction product. The product is: [CH2:15]([C:14]1[C:9]([C:10](=[O:12])[CH3:11])=[C:8]([CH3:13])[N:7]([C:1]2[CH:6]=[CH:5][CH:4]=[CH:3][CH:2]=2)[N:17]=1)[CH3:16]. (3) Given the reactants C(OC([N:8]1[C:14]2[CH:15]=[CH:16][CH:17]=[CH:18][C:13]=2[C:12]([C:19]2[CH:24]=[CH:23][CH:22]=[CH:21][CH:20]=2)=[N:11][C@@H:10]([NH2:25])[C:9]1=[O:26])=O)(C)(C)C.[H-].[Na+].Br[CH2:30][CH2:31][CH2:32][CH2:33][N:34]1[C:38](=[O:39])[C:37]2=[CH:40][CH:41]=[CH:42][CH:43]=[C:36]2[C:35]1=[O:44].FC(F)(F)[C:47](O)=[O:48].C(N(CC)CC)C.Cl.[NH:60]1[CH2:65][CH2:64][CH:63]([N:66]2[CH2:75][C:74]3[C:69](=[CH:70][CH:71]=[CH:72][CH:73]=3)[NH:68][C:67]2=[O:76])[CH2:62][CH2:61]1, predict the reaction product. The product is: [O:44]=[C:35]1[C:36]2[C:37](=[CH:40][CH:41]=[CH:42][CH:43]=2)[C:38](=[O:39])[N:34]1[CH2:33][CH2:32][CH2:31][CH2:30][N:8]1[C:14]2[CH:15]=[CH:16][CH:17]=[CH:18][C:13]=2[C:12]([C:19]2[CH:20]=[CH:21][CH:22]=[CH:23][CH:24]=2)=[N:11][C@@H:10]([NH:25][C:47]([N:60]2[CH2:61][CH2:62][CH:63]([N:66]3[CH2:75][C:74]4[C:69](=[CH:70][CH:71]=[CH:72][CH:73]=4)[NH:68][C:67]3=[O:76])[CH2:64][CH2:65]2)=[O:48])[C:9]1=[O:26].